Dataset: Catalyst prediction with 721,799 reactions and 888 catalyst types from USPTO. Task: Predict which catalyst facilitates the given reaction. (1) Reactant: [C:1]([O:5][C:6](=[O:17])[NH:7][C:8]1[C:13]([CH:14]=[O:15])=[CH:12][CH:11]=[C:10](Cl)[N:9]=1)([CH3:4])([CH3:3])[CH3:2].[CH3:18][N:19]1[CH2:24][CH2:23][NH:22][CH2:21][CH2:20]1.C(=O)([O-])[O-].[K+].[K+].CO.ClCCl. Product: [C:1]([O:5][C:6](=[O:17])[NH:7][C:8]1[C:13]([CH:14]=[O:15])=[CH:12][CH:11]=[C:10]([N:22]2[CH2:23][CH2:24][N:19]([CH3:18])[CH2:20][CH2:21]2)[N:9]=1)([CH3:4])([CH3:3])[CH3:2]. The catalyst class is: 16. (2) Reactant: F[C:2]1[CH:8]=[CH:7][C:5](N)=[C:4]([N+:9]([O-])=O)C=1.C(OC(=O)C)(=O)C.[CH2:19]([N:21](CC)[CH:22](C)C)C. Product: [CH3:19][N:21]([C:4]1[CH:5]=[CH:7][CH:8]=[CH:2][N:9]=1)[CH3:22]. The catalyst class is: 7. (3) Reactant: [F:1][C:2]1[CH:7]=[CH:6][C:5]([O:8][C:9](=[O:33])[N:10]([C@H:12]2[C@H:16]([C:17]3[CH:22]=[CH:21][C:20]([Cl:23])=[C:19]([Cl:24])[CH:18]=3)[CH2:15][N:14]([C:25]([CH:27]3[CH2:32][CH2:31][NH:30][CH2:29][CH2:28]3)=[O:26])[CH2:13]2)[CH3:11])=[CH:4][CH:3]=1.Br[C:35]1[CH:40]=[CH:39][C:38]([C:41]([F:44])([F:43])[F:42])=[CH:37][N:36]=1.CCN(C(C)C)C(C)C. Product: [F:1][C:2]1[CH:7]=[CH:6][C:5]([O:8][C:9](=[O:33])[N:10]([C@H:12]2[C@H:16]([C:17]3[CH:22]=[CH:21][C:20]([Cl:23])=[C:19]([Cl:24])[CH:18]=3)[CH2:15][N:14]([C:25]([CH:27]3[CH2:32][CH2:31][N:30]([C:35]4[CH:40]=[CH:39][C:38]([C:41]([F:44])([F:43])[F:42])=[CH:37][N:36]=4)[CH2:29][CH2:28]3)=[O:26])[CH2:13]2)[CH3:11])=[CH:4][CH:3]=1. The catalyst class is: 10. (4) Reactant: C(O)(C(F)(F)F)=[O:2].C(O[C@@H](CCNC(OCC1C=CC=CC=1)=O)C(=O)[O:19][C:20]1[C:25](F)=[C:24](F)[C:23](F)=[C:22](F)[C:21]=1F)(=O)C1C=CC=CC=1.[NH4+:45].[OH-:46]. Product: [N+:45]([C:21]1[CH:22]=[CH:23][CH:24]=[CH:25][C:20]=1[OH:19])([O-:2])=[O:46]. The catalyst class is: 6.